Dataset: Full USPTO retrosynthesis dataset with 1.9M reactions from patents (1976-2016). Task: Predict the reactants needed to synthesize the given product. (1) Given the product [CH3:1][C:2]1[CH:3]=[C:4]2[C:8](=[CH:9][CH:10]=1)[N:7]([CH2:11][C:12]([NH2:14])=[O:13])[C:6](=[O:15])[CH2:5]2, predict the reactants needed to synthesize it. The reactants are: [CH3:1][C:2]1[CH:3]=[C:4]2[C:8](=[CH:9][CH:10]=1)[N:7]([CH2:11][C:12]([NH2:14])=[O:13])[C:6](=[O:15])[C:5]12SCCS1. (2) Given the product [CH3:1][Si:2]([CH3:20])([CH3:19])[CH2:3][CH2:4][S:5]([N:8]1[CH2:13][CH2:12][CH2:11][CH:10]([CH2:14][OH:15])[CH2:9]1)(=[O:7])=[O:6], predict the reactants needed to synthesize it. The reactants are: [CH3:1][Si:2]([CH3:20])([CH3:19])[CH2:3][CH2:4][S:5]([N:8]1[CH2:13][CH2:12][CH2:11][CH:10]([C:14](OCC)=[O:15])[CH2:9]1)(=[O:7])=[O:6].[Li+].[BH4-]. (3) Given the product [C:1]([O:4][CH2:5][C:6]([CH2:17][OH:18])([C:12]([O:14][CH2:15][CH3:16])=[O:13])[C:7]([O:9][CH2:10][CH3:11])=[O:8])(=[O:3])[CH3:2], predict the reactants needed to synthesize it. The reactants are: [C:1]([O:4][CH2:5][C:6]([CH2:17][O:18][Si](C(C)(C)C)(C)C)([C:12]([O:14][CH2:15][CH3:16])=[O:13])[C:7]([O:9][CH2:10][CH3:11])=[O:8])(=[O:3])[CH3:2].C([O-])(=O)C.C([NH+](CC)CC)C.